From a dataset of Reaction yield outcomes from USPTO patents with 853,638 reactions. Predict the reaction yield, written as a fraction of the theoretical maximum amount of product (1.0 means a 100% yield; for example, 0.34 means a 34% yield). (1) The reactants are [C:1]([O:4][CH:5]1[C:9]2=[N:10][CH:11]=[C:12]([N+:33]([O-])=O)[C:13]([N:14]3[CH2:19][C@H:18]([CH3:20])[C@@H:17]([O:21][C:22](=[O:24])[CH3:23])[C@H:16]([NH:25][C:26]([O:28][C:29]([CH3:32])([CH3:31])[CH3:30])=[O:27])[CH2:15]3)=[C:8]2[CH2:7][CH2:6]1)(=[O:3])[CH3:2].O.CC(O)=O. The catalyst is CCOC(C)=O.[Fe]. The product is [C:22]([O:21][C@@H:17]1[C@@H:18]([CH3:20])[CH2:19][N:14]([C:13]2[C:12]([NH2:33])=[CH:11][N:10]=[C:9]3[CH:5]([O:4][C:1](=[O:3])[CH3:2])[CH2:6][CH2:7][C:8]=23)[CH2:15][C@H:16]1[NH:25][C:26]([O:28][C:29]([CH3:30])([CH3:32])[CH3:31])=[O:27])(=[O:24])[CH3:23]. The yield is 0.920. (2) The reactants are Br[C:2]1[CH:9]=[CH:8][C:5]([C:6]#[N:7])=[C:4]([OH:10])[CH:3]=1.[CH3:11][C:12]1[N:13]=[CH:14][S:15][CH:16]=1.C([O-])(=O)C.[K+].O. The catalyst is CN1CCCC1=O.C([O-])(=O)C.[Pd+2].C([O-])(=O)C. The product is [OH:10][C:4]1[CH:3]=[C:2]([C:16]2[S:15][CH:14]=[N:13][C:12]=2[CH3:11])[CH:9]=[CH:8][C:5]=1[C:6]#[N:7]. The yield is 0.730.